This data is from Reaction yield outcomes from USPTO patents with 853,638 reactions. The task is: Predict the reaction yield, written as a fraction of the theoretical maximum amount of product (1.0 means a 100% yield; for example, 0.34 means a 34% yield). (1) The reactants are [Cl:1][C:2]1[N:7]=[CH:6][N+:5]([O-])=[C:4]2[CH2:9][CH2:10][C@@H:11]([CH3:12])[C:3]=12.[C:13]([O:16]C(=O)C)(=[O:15])[CH3:14]. No catalyst specified. The product is [C:13]([O:16][CH:9]1[C:4]2[N:5]=[CH:6][N:7]=[C:2]([Cl:1])[C:3]=2[C@H:11]([CH3:12])[CH2:10]1)(=[O:15])[CH3:14]. The yield is 0.700. (2) The reactants are [NH2:1][C:2]1[N:7]=[C:6]([C:8]([O:10][CH2:11][CH3:12])=[O:9])[CH:5]=[CH:4][CH:3]=1.[C:13](O[C:13]([O:15][C:16]([CH3:19])([CH3:18])[CH3:17])=[O:14])([O:15][C:16]([CH3:19])([CH3:18])[CH3:17])=[O:14]. The catalyst is CN(C1C=CN=CC=1)C.C1COCC1. The product is [C:16]([O:15][C:13]([NH:1][C:2]1[N:7]=[C:6]([C:8]([O:10][CH2:11][CH3:12])=[O:9])[CH:5]=[CH:4][CH:3]=1)=[O:14])([CH3:19])([CH3:18])[CH3:17]. The yield is 1.00. (3) The product is [C:10]([C:14]1[CH:15]=[C:16]([NH:20][C:21]([NH:23][CH2:24][C:25]2[CH:30]=[CH:29][CH:28]=[CH:27][C:26]=2[NH:31][C:32]2[CH:40]=[C:39]3[C:38](=[CH:34][CH:33]=2)[N:37]([CH2:41][CH2:42][CH2:43][N:48]([CH3:49])[CH3:45])[N:36]=[CH:35]3)=[O:22])[N:17]([CH3:19])[N:18]=1)([CH3:11])([CH3:12])[CH3:13]. The catalyst is C1COCC1. The reactants are CS(OS(C)(=O)=O)(=O)=O.[C:10]([C:14]1[CH:15]=[C:16]([NH:20][C:21]([NH:23][CH2:24][C:25]2[CH:30]=[CH:29][CH:28]=[CH:27][C:26]=2[NH:31][C:32]2[CH:33]=[C:34]3[C:38](=[CH:39][CH:40]=2)[N:37]([CH2:41][CH2:42][CH2:43]O)[N:36]=[CH:35]3)=[O:22])[N:17]([CH3:19])[N:18]=1)([CH3:13])([CH3:12])[CH3:11].[CH:45]([N:48](C(C)C)[CH2:49]C)(C)C.CNC. The yield is 0.430. (4) The product is [CH:1]1([C@H:7]([NH:12][C:13]([C:15]2[S:16][C:17]([C:32]3[CH:33]=[CH:34][C:35]([O:38][CH3:39])=[CH:36][CH:37]=3)=[CH:18][C:19]=2[NH:20][C:21]([NH:23][C:24]2[C:25]([Cl:31])=[CH:26][CH:27]=[CH:28][C:29]=2[Cl:30])=[O:22])=[O:14])[C:8]([OH:10])=[O:9])[CH2:6][CH2:5][CH2:4][CH2:3][CH2:2]1. No catalyst specified. The reactants are [CH:1]1([C@H:7]([NH:12][C:13]([C:15]2[S:16][C:17]([C:32]3[CH:37]=[CH:36][C:35]([O:38][CH3:39])=[CH:34][CH:33]=3)=[CH:18][C:19]=2[NH:20][C:21]([NH:23][C:24]2[C:29]([Cl:30])=[CH:28][CH:27]=[CH:26][C:25]=2[Cl:31])=[O:22])=[O:14])[C:8]([O:10]C)=[O:9])[CH2:6][CH2:5][CH2:4][CH2:3][CH2:2]1.[OH-].[Li+]. The yield is 0.610. (5) The reactants are Br[C:2]1[CH:8]=[CH:7][C:5]([NH2:6])=[C:4]([N+:9]([O-:11])=[O:10])[CH:3]=1.N#N.[CH3:14][N:15]1[CH:19]=[C:18](B2OC(C)(C)C(C)(C)O2)[CH:17]=[N:16]1.C(=O)([O-])[O-]. The catalyst is COCCOC.C1C=CC(P(C2C=CC=CC=2)[C-]2C=CC=C2)=CC=1.C1C=CC(P(C2C=CC=CC=2)[C-]2C=CC=C2)=CC=1.Cl[Pd]Cl.[Fe+2]. The product is [CH3:14][N:15]1[CH:19]=[C:18]([C:2]2[CH:8]=[CH:7][C:5]([NH2:6])=[C:4]([N+:9]([O-:11])=[O:10])[CH:3]=2)[CH:17]=[N:16]1. The yield is 0.750. (6) The reactants are [CH3:1][C:2]1([CH3:24])[NH:7][C:6](=[O:8])[C:5]2[S:9][C:10]([N:12]3[C:17]4[CH:18]=[C:19]([CH:22]=[O:23])[CH:20]=[CH:21][C:16]=4[O:15][CH2:14][CH2:13]3)=[N:11][C:4]=2[CH2:3]1.O[C:26]1[CH:27]=[N:28][CH:29]=[CH:30][CH:31]=1.C1(P(C2C=CC=CC=2)C2C=CC=CC=2)C=CC=CC=1.N(C(OCC)=O)=NC(OCC)=O. The catalyst is C1COCC1. The product is [CH3:1][C:2]1([CH3:24])[NH:7][C:6](=[O:8])[C:5]2[S:9][C:10]([N:12]3[C:17]4[CH:18]=[C:19]([CH2:22][O:23][C:26]5[CH:27]=[N:28][CH:29]=[CH:30][CH:31]=5)[CH:20]=[CH:21][C:16]=4[O:15][CH2:14][CH2:13]3)=[N:11][C:4]=2[CH2:3]1. The yield is 0.0800. (7) The reactants are [H-].[H-].[H-].[H-].[Li+].[Al+3].[Al+3].[Cl-].[Cl-].[Cl-].[C:11]1([CH2:17]/[CH:18]=[CH:19]/[C:20](OCC)=[O:21])[CH:16]=[CH:15][CH:14]=[CH:13][CH:12]=1. The catalyst is CCOCC. The product is [C:11]1([CH2:17]/[CH:18]=[CH:19]/[CH2:20][OH:21])[CH:16]=[CH:15][CH:14]=[CH:13][CH:12]=1. The yield is 0.870.